This data is from Reaction yield outcomes from USPTO patents with 853,638 reactions. The task is: Predict the reaction yield, written as a fraction of the theoretical maximum amount of product (1.0 means a 100% yield; for example, 0.34 means a 34% yield). (1) The reactants are [Cl:1][C:2]1[C:3]([NH:18][C:19]2C=[CH:25][C:24]([F:27])=[CH:23][C:20]=2C#N)=[CH:4][C:5]([NH:8][C:9]2[N:13]([CH:14]([CH3:16])[CH3:15])[N:12]=[C:11]([CH3:17])[CH:10]=2)=[N:6][CH:7]=1.[OH-].[Na+].[C:30]([O:33]CC)(=[O:32])[CH3:31]. The catalyst is O1CCOCC1. The product is [Cl:1][C:2]1[C:3]([NH:18][C:19]2[CH:20]=[CH:23][C:24]([F:27])=[CH:25][C:31]=2[C:30]([OH:33])=[O:32])=[CH:4][C:5]([NH:8][C:9]2[N:13]([CH:14]([CH3:15])[CH3:16])[N:12]=[C:11]([CH3:17])[CH:10]=2)=[N:6][CH:7]=1. The yield is 0.272. (2) The reactants are Cl[C:2]1[N:7]2[N:8]=[C:9]([C:23]3[CH:28]=[CH:27][CH:26]=[C:25]([CH3:29])[CH:24]=3)[C:10]([C:11]3[CH:16]=[CH:15][N:14]=[C:13]([NH:17][CH:18]4[CH2:22][CH2:21][CH2:20][CH2:19]4)[N:12]=3)=[C:6]2[CH:5]=[CH:4][CH:3]=1.C1(P(C2C=CC=CC=2)C2C=CC3C(=CC=CC=3)C=2C2C3C(=CC=CC=3)C=CC=2P(C2C=CC=CC=2)C2C=CC=CC=2)C=CC=CC=1.C(=O)([O-])[O-].[Cs+].[Cs+].CCOCC.[CH:87]1([NH2:92])[CH2:91][CH2:90][CH2:89][CH2:88]1. The catalyst is C([O-])(=O)C.[Pd+2].C([O-])(=O)C. The product is [CH:87]1([NH:92][C:2]2[N:7]3[N:8]=[C:9]([C:23]4[CH:28]=[CH:27][CH:26]=[C:25]([CH3:29])[CH:24]=4)[C:10]([C:11]4[CH:16]=[CH:15][N:14]=[C:13]([NH:17][CH:18]5[CH2:22][CH2:21][CH2:20][CH2:19]5)[N:12]=4)=[C:6]3[CH:5]=[CH:4][CH:3]=2)[CH2:91][CH2:90][CH2:89][CH2:88]1. The yield is 0.640. (3) The reactants are [CH2:1]([N:4]1[CH:8]([CH2:9][CH2:10][CH3:11])[CH2:7][O:6][S@:5]1=[O:12])[CH2:2][CH3:3].I([O-])(=O)(=O)=[O:14].[Na+]. The catalyst is C(OCC)(=O)C.O.[Ru](Cl)(Cl)Cl. The product is [CH2:1]([N:4]1[C@H:8]([CH2:9][CH2:10][CH3:11])[CH2:7][O:6][S:5]1(=[O:14])=[O:12])[CH2:2][CH3:3]. The yield is 0.930. (4) The reactants are [Br:1][C:2]1[CH:10]=[CH:9][C:5]([C:6]([OH:8])=[O:7])=[C:4]([Cl:11])[CH:3]=1.C(OC(O[C:15]([CH3:18])([CH3:17])[CH3:16])=O)(O[C:15]([CH3:18])([CH3:17])[CH3:16])=O.CCN(CC)CC. The catalyst is C1COCC1.CN(C)C1C=CN=CC=1.CCOC(C)=O. The product is [Br:1][C:2]1[CH:10]=[CH:9][C:5]([C:6]([O:8][C:15]([CH3:18])([CH3:17])[CH3:16])=[O:7])=[C:4]([Cl:11])[CH:3]=1. The yield is 0.510. (5) The reactants are [OH:1][C:2]1[CH:9]=[CH:8][C:5]([C:6]#[N:7])=[CH:4][C:3]=1[N+:10]([O-])=O.O.NN. The catalyst is C(O)C.CO.[Ni]. The product is [NH2:10][C:3]1[CH:4]=[C:5]([CH:8]=[CH:9][C:2]=1[OH:1])[C:6]#[N:7]. The yield is 0.490. (6) The yield is 0.340. The catalyst is CN(C=O)C.O. The reactants are [C:1]([O-:4])([O-])=O.[K+].[K+].O[CH2:8][C:9]([C:11]1[CH:16]=[CH:15][CH:14]=[CH:13][CH:12]=1)=[O:10].BrC[CH:19]1[CH2:23][CH2:22][CH2:21][O:20]1. The product is [O:20]1[CH2:21][CH2:22][CH2:23][CH:19]1[CH2:1][O:4][C:16]1[CH:15]=[CH:14][CH:13]=[CH:12][C:11]=1[C:9](=[O:10])[CH3:8]. (7) The reactants are [F:1][C:2]1[CH:3]=[C:4]([CH3:10])[C:5]([NH:8][NH2:9])=[N:6][CH:7]=1.[CH3:11][N:12]1[CH2:16][CH2:15][CH2:14][C@H:13]1[C:17](O)=[O:18].C1C=CC2N(O)N=NC=2C=1.C(Cl)CCl. The catalyst is C(Cl)Cl. The product is [F:1][C:2]1[CH:3]=[C:4]([CH3:10])[C:5]([NH:8][NH:9][C:17]([C@@H:13]2[CH2:14][CH2:15][CH2:16][N:12]2[CH3:11])=[O:18])=[N:6][CH:7]=1. The yield is 0.560.